This data is from NCI-60 drug combinations with 297,098 pairs across 59 cell lines. The task is: Regression. Given two drug SMILES strings and cell line genomic features, predict the synergy score measuring deviation from expected non-interaction effect. (1) Drug 1: CC(CN1CC(=O)NC(=O)C1)N2CC(=O)NC(=O)C2. Drug 2: CCCCC(=O)OCC(=O)C1(CC(C2=C(C1)C(=C3C(=C2O)C(=O)C4=C(C3=O)C=CC=C4OC)O)OC5CC(C(C(O5)C)O)NC(=O)C(F)(F)F)O. Cell line: HL-60(TB). Synergy scores: CSS=59.0, Synergy_ZIP=-1.58, Synergy_Bliss=-4.29, Synergy_Loewe=-2.05, Synergy_HSA=-2.52. (2) Drug 1: C1CCC(CC1)NC(=O)N(CCCl)N=O. Drug 2: C1=NC2=C(N1)C(=S)N=CN2. Cell line: UO-31. Synergy scores: CSS=34.5, Synergy_ZIP=-6.26, Synergy_Bliss=6.87, Synergy_Loewe=5.86, Synergy_HSA=5.93. (3) Drug 1: C#CCC(CC1=CN=C2C(=N1)C(=NC(=N2)N)N)C3=CC=C(C=C3)C(=O)NC(CCC(=O)O)C(=O)O. Drug 2: CN(C(=O)NC(C=O)C(C(C(CO)O)O)O)N=O. Cell line: T-47D. Synergy scores: CSS=-4.30, Synergy_ZIP=2.87, Synergy_Bliss=-0.665, Synergy_Loewe=-3.35, Synergy_HSA=-6.91. (4) Drug 1: CCN(CC)CCNC(=O)C1=C(NC(=C1C)C=C2C3=C(C=CC(=C3)F)NC2=O)C. Drug 2: CNC(=O)C1=NC=CC(=C1)OC2=CC=C(C=C2)NC(=O)NC3=CC(=C(C=C3)Cl)C(F)(F)F. Cell line: UO-31. Synergy scores: CSS=1.10, Synergy_ZIP=3.95, Synergy_Bliss=-2.05, Synergy_Loewe=-1.76, Synergy_HSA=-2.07. (5) Drug 1: C1CCC(C(C1)N)N.C(=O)(C(=O)[O-])[O-].[Pt+4]. Drug 2: CC1C(C(CC(O1)OC2CC(CC3=C2C(=C4C(=C3O)C(=O)C5=C(C4=O)C(=CC=C5)OC)O)(C(=O)CO)O)N)O.Cl. Cell line: OVCAR-4. Synergy scores: CSS=32.5, Synergy_ZIP=-1.94, Synergy_Bliss=-1.73, Synergy_Loewe=-13.7, Synergy_HSA=-0.167. (6) Drug 1: C1C(C(OC1N2C=NC3=C(N=C(N=C32)Cl)N)CO)O. Drug 2: CC1C(C(CC(O1)OC2CC(OC(C2O)C)OC3=CC4=CC5=C(C(=O)C(C(C5)C(C(=O)C(C(C)O)O)OC)OC6CC(C(C(O6)C)O)OC7CC(C(C(O7)C)O)OC8CC(C(C(O8)C)O)(C)O)C(=C4C(=C3C)O)O)O)O. Cell line: U251. Synergy scores: CSS=43.7, Synergy_ZIP=-4.40, Synergy_Bliss=1.21, Synergy_Loewe=-16.1, Synergy_HSA=-2.31.